From a dataset of Reaction yield outcomes from USPTO patents with 853,638 reactions. Predict the reaction yield, written as a fraction of the theoretical maximum amount of product (1.0 means a 100% yield; for example, 0.34 means a 34% yield). (1) The yield is 0.857. The product is [N:4]1[CH:5]=[CH:6][CH:7]=[C:2]([C:16]([CH:18]2[CH2:23][CH2:22][S:21][CH2:20][CH2:19]2)=[O:17])[CH:3]=1. The reactants are Br[C:2]1[CH:3]=[N:4][CH:5]=[CH:6][CH:7]=1.C([Li])CCC.CON(C)[C:16]([CH:18]1[CH2:23][CH2:22][S:21][CH2:20][CH2:19]1)=[O:17]. The catalyst is C(OCC)C. (2) The reactants are [F:1][C:2]1[CH:3]=[C:4]2[C:9](=[C:10]([O:12][CH:13]([CH3:15])[CH3:14])[CH:11]=1)[N:8]=[C:7]([CH3:16])[CH:6]=[CH:5]2.[Se](=O)=[O:18]. The catalyst is O1CCOCC1.O. The product is [F:1][C:2]1[CH:3]=[C:4]2[C:9](=[C:10]([O:12][CH:13]([CH3:14])[CH3:15])[CH:11]=1)[N:8]=[C:7]([CH:16]=[O:18])[CH:6]=[CH:5]2. The yield is 0.350.